Dataset: Catalyst prediction with 721,799 reactions and 888 catalyst types from USPTO. Task: Predict which catalyst facilitates the given reaction. (1) Reactant: [Cl:1][C:2]1[CH:7]=[CH:6][C:5]([C:8]([F:11])([F:10])[F:9])=[CH:4][C:3]=1[N:12]1[CH2:17][CH2:16][N:15]([C:18]2[CH:22]=[C:21]([C:23]3[N:24]=[N:25][N:26]([CH2:28][C:29]([O:31]C(C)(C)C)=[O:30])[N:27]=3)[O:20][N:19]=2)[CH2:14][CH2:13]1.C(O)=O. Product: [Cl:1][C:2]1[CH:7]=[CH:6][C:5]([C:8]([F:10])([F:9])[F:11])=[CH:4][C:3]=1[N:12]1[CH2:17][CH2:16][N:15]([C:18]2[CH:22]=[C:21]([C:23]3[N:24]=[N:25][N:26]([CH2:28][C:29]([OH:31])=[O:30])[N:27]=3)[O:20][N:19]=2)[CH2:14][CH2:13]1. The catalyst class is: 6. (2) Reactant: CN(C)C=O.[Cl:6][C:7]1[CH:8]=[C:9]([C:14]2[N:18]([CH3:19])[N:17]=[C:16]([C:20](=O)[CH3:21])[C:15]=2[OH:23])[CH:10]=[CH:11][C:12]=1[Cl:13].[NH:24]([C:26]([NH:28][C:29]1[CH:38]=[CH:37][C:32]([C:33]([O:35][CH3:36])=[O:34])=[C:31]([N+:39]([O-:41])=[O:40])[CH:30]=1)=[S:27])[NH2:25]. Product: [Cl:6][C:7]1[CH:8]=[C:9]([C:14]2[N:18]([CH3:19])[N:17]=[C:16]([C:20](=[N:25][NH:24][C:26]([NH:28][C:29]3[CH:38]=[CH:37][C:32]([C:33]([O:35][CH3:36])=[O:34])=[C:31]([N+:39]([O-:41])=[O:40])[CH:30]=3)=[S:27])[CH3:21])[C:15]=2[OH:23])[CH:10]=[CH:11][C:12]=1[Cl:13]. The catalyst class is: 126. (3) Reactant: C([O:3][C:4]([C:6]1[CH2:7][N:8]([CH2:17][C:18]2[CH:23]=[CH:22][CH:21]=[CH:20][CH:19]=2)[CH2:9][C:10]=1[C:11]1[CH:16]=[CH:15][CH:14]=[CH:13][CH:12]=1)=[O:5])C.[OH-].[Na+]. Product: [CH2:17]([N:8]1[CH2:9][C:10]([C:11]2[CH:12]=[CH:13][CH:14]=[CH:15][CH:16]=2)=[C:6]([C:4]([OH:5])=[O:3])[CH2:7]1)[C:18]1[CH:19]=[CH:20][CH:21]=[CH:22][CH:23]=1. The catalyst class is: 12. (4) Reactant: Cl[C:2]1[C:11]2[CH2:10][CH2:9][CH2:8][C:7]([CH3:18])([C:12]3[CH:17]=[CH:16][CH:15]=[CH:14][CH:13]=3)[C:6]=2[N:5]=[C:4]([CH3:19])[N:3]=1.[CH2:20]([NH:23][CH2:24][CH:25]1[CH2:27][CH2:26]1)[CH2:21][CH3:22]. Product: [CH:25]1([CH2:24][N:23]([C:2]2[C:11]3[CH2:10][CH2:9][CH2:8][C:7]([CH3:18])([C:12]4[CH:17]=[CH:16][CH:15]=[CH:14][CH:13]=4)[C:6]=3[N:5]=[C:4]([CH3:19])[N:3]=2)[CH2:20][CH2:21][CH3:22])[CH2:27][CH2:26]1. The catalyst class is: 60. (5) Reactant: [Cl:1][C:2]1[CH:11]=[CH:10][C:5]([C:6]([O:8]C)=[O:7])=[CH:4][C:3]=1[NH:12][C:13]([C:15]1([N:18]2[CH2:23][CH2:22][O:21][CH2:20][CH2:19]2)[CH2:17][CH2:16]1)=[O:14].[OH-].[Li+].O.Cl. The catalyst class is: 12. Product: [Cl:1][C:2]1[CH:11]=[CH:10][C:5]([C:6]([OH:8])=[O:7])=[CH:4][C:3]=1[NH:12][C:13]([C:15]1([N:18]2[CH2:19][CH2:20][O:21][CH2:22][CH2:23]2)[CH2:16][CH2:17]1)=[O:14]. (6) Reactant: Br[C:2]1[CH:3]=[C:4]2[C:9](=[CH:10][CH:11]=1)[NH:8][C:7](=[O:12])[N:6]([CH3:13])[CH:5]2[C:14]1[CH:19]=[CH:18][CH:17]=[CH:16][N:15]=1.[CH3:20][C:21]1[C:25](B(O)O)=[C:24]([CH3:29])[O:23][N:22]=1.C([O-])([O-])=O.[Na+].[Na+]. Product: [CH3:20][C:21]1[C:25]([C:2]2[CH:3]=[C:4]3[C:9](=[CH:10][CH:11]=2)[NH:8][C:7](=[O:12])[N:6]([CH3:13])[CH:5]3[C:14]2[CH:19]=[CH:18][CH:17]=[CH:16][N:15]=2)=[C:24]([CH3:29])[O:23][N:22]=1. The catalyst class is: 108. (7) Reactant: Br[C:2]1[CH:3]=[CH:4][C:5]2[N:9]=[CH:8][N:7]([C:10]3[CH:15]=[CH:14][C:13]([CH3:16])=[CH:12][CH:11]=3)[C:6]=2[CH:17]=1.[C:18]1([CH3:32])[CH:23]=[CH:22][C:21]([N:24]2[C:28](B(O)O)=[CH:27][CH:26]=[N:25]2)=[CH:20][CH:19]=1.C(=O)([O-])[O-].[Na+].[Na+].O. Product: [C:13]1([CH3:16])[CH:14]=[CH:15][C:10]([N:7]2[C:6]3[CH:17]=[C:2]([C:28]4[N:24]([C:21]5[CH:22]=[CH:23][C:18]([CH3:32])=[CH:19][CH:20]=5)[N:25]=[CH:26][CH:27]=4)[CH:3]=[CH:4][C:5]=3[N:9]=[CH:8]2)=[CH:11][CH:12]=1. The catalyst class is: 104.